From a dataset of Reaction yield outcomes from USPTO patents with 853,638 reactions. Predict the reaction yield, written as a fraction of the theoretical maximum amount of product (1.0 means a 100% yield; for example, 0.34 means a 34% yield). The reactants are [F:1][C:2]1[C:7]([CH3:8])=[CH:6][C:5]([NH:9][CH:10]2[CH2:15][CH2:14][N:13]([C@H:16]3[CH2:21][CH2:20][C@H:19]([O:22][CH3:23])[CH2:18][CH2:17]3)[CH2:12][CH2:11]2)=[C:4]([N+:24]([O-])=O)[CH:3]=1.O.NN. The catalyst is C(O)C.[Ni]. The product is [NH2:24][C:4]1[CH:3]=[C:2]([F:1])[C:7]([CH3:8])=[CH:6][C:5]=1[NH:9][CH:10]1[CH2:11][CH2:12][N:13]([C@H:16]2[CH2:21][CH2:20][C@H:19]([O:22][CH3:23])[CH2:18][CH2:17]2)[CH2:14][CH2:15]1. The yield is 0.950.